Task: Predict the reactants needed to synthesize the given product.. Dataset: Full USPTO retrosynthesis dataset with 1.9M reactions from patents (1976-2016) (1) Given the product [Cl:1][C:2]1[CH:22]=[CH:21][CH:20]=[C:19]([C:23]([F:26])([F:24])[F:25])[C:3]=1[C:4]([N:6]1[C:14]2[C:9](=[C:10]([F:15])[CH:11]=[CH:12][CH:13]=2)[C:8]([C:16]([N:35]([O:34][CH3:30])[CH3:36])=[O:17])=[N:7]1)=[O:5], predict the reactants needed to synthesize it. The reactants are: [Cl:1][C:2]1[CH:22]=[CH:21][CH:20]=[C:19]([C:23]([F:26])([F:25])[F:24])[C:3]=1[C:4]([N:6]1[C:14]2[C:9](=[C:10]([F:15])[CH:11]=[CH:12][CH:13]=2)[C:8]([C:16](O)=[O:17])=[N:7]1)=[O:5].CN([C:30]([O:34][N:35]1N=NC2C=CC=N[C:36]1=2)=[N+](C)C)C.F[P-](F)(F)(F)(F)F.Cl.CNOC.CCN(CC)CC. (2) Given the product [CH3:48][C:27]1([CH3:47])[C:34]2[CH:35]=[CH:36][CH:37]=[C:38]3[C:33]([CH3:46])([CH3:45])[C:32]4[CH:31]=[CH:30][CH:29]=[CH:28][C:41]=4[N:40]([C:39]=23)[C:42]2[CH:43]=[CH:44][C:24]([C:16]3[CH:17]=[CH:18][C:19]4[N:7]([C:1]5[CH:6]=[CH:5][CH:4]=[CH:3][CH:2]=5)[C:8]5[C:13]([C:14]=4[CH:15]=3)=[CH:12][CH:11]=[CH:10][CH:9]=5)=[CH:25][C:26]1=2, predict the reactants needed to synthesize it. The reactants are: [C:1]1([N:7]2[C:19]3[CH:18]=[CH:17][C:16](B(O)O)=[CH:15][C:14]=3[C:13]3[C:8]2=[CH:9][CH:10]=[CH:11][CH:12]=3)[CH:6]=[CH:5][CH:4]=[CH:3][CH:2]=1.Br[C:24]1[CH:44]=[CH:43][C:42]2[N:40]3[C:41]4[C:32]([C:33]([CH3:46])([CH3:45])[C:34]5[CH:35]=[CH:36][CH:37]=[CH:38][C:39]=53)=[CH:31][CH:30]=[CH:29][C:28]=4[C:27]([CH3:48])([CH3:47])[C:26]=2[CH:25]=1.O.P([O-])([O-])([O-])=O.[K+].[K+].[K+].N#N. (3) The reactants are: [F:1][C:2]1[CH:7]=[CH:6][C:5]([S:8]([NH:11][C:12]2[CH:17]=[C:16]([CH3:18])[CH:15]=[CH:14][C:13]=2[C:19]#[N:20])(=[O:10])=[O:9])=[CH:4][CH:3]=1.[N-:21]=[N+:22]=[N-:23].[Na+].[Cl-].[NH4+].Cl. Given the product [NH:21]1[C:19]([C:13]2[CH:14]=[CH:15][C:16]([CH3:18])=[CH:17][C:12]=2[NH:11][S:8]([C:5]2[CH:6]=[CH:7][C:2]([F:1])=[CH:3][CH:4]=2)(=[O:10])=[O:9])=[N:20][N:23]=[N:22]1, predict the reactants needed to synthesize it. (4) The reactants are: [Cl:1][C:2]1[C:7]([CH:8]=O)=[C:6]([F:10])[C:5]([CH3:11])=[CH:4][CH:3]=1.S([O-])(OCCCCCCCCCCCC)(=O)=O.[Na+].C(OI(C1C=CC=CC=1)OC(=O)C)(=O)C.C([O-])(=O)C.[NH4+:49]. Given the product [Cl:1][C:2]1[C:7]([C:8]#[N:49])=[C:6]([F:10])[C:5]([CH3:11])=[CH:4][CH:3]=1, predict the reactants needed to synthesize it. (5) The reactants are: [CH2:1]([O:3][C:4](=[O:46])[CH:5]([O:32][C:33]1[CH:38]=[CH:37][CH:36]=[CH:35][C:34]=1[CH2:39][CH2:40][C:41]([O:43][CH2:44][CH3:45])=[O:42])[CH:6]([CH2:8][CH2:9][CH2:10][CH2:11][CH2:12][CH2:13][O:14][C:15]1[CH:20]=[C:19]([C:21]2[C:22](=[O:30])[N:23]([CH3:29])[C:24](=[O:28])[N:25]([CH3:27])[CH:26]=2)[CH:18]=[C:17](Br)[CH:16]=1)[CH3:7])[CH3:2].[C:47]1(B(O)O)[CH:52]=[CH:51][CH:50]=[CH:49][CH:48]=1. Given the product [CH2:1]([O:3][C:4](=[O:46])[CH:5]([O:32][C:33]1[CH:38]=[CH:37][CH:36]=[CH:35][C:34]=1[CH2:39][CH2:40][C:41]([O:43][CH2:44][CH3:45])=[O:42])[CH:6]([CH2:8][CH2:9][CH2:10][CH2:11][CH2:12][CH2:13][O:14][C:15]1[CH:16]=[C:17]([C:47]2[CH:52]=[CH:51][CH:50]=[CH:49][CH:48]=2)[CH:18]=[C:19]([C:21]2[C:22](=[O:30])[N:23]([CH3:29])[C:24](=[O:28])[N:25]([CH3:27])[CH:26]=2)[CH:20]=1)[CH3:7])[CH3:2], predict the reactants needed to synthesize it. (6) Given the product [Br:1][C:2]1[CH:3]=[CH:4][CH:5]=[C:6]2[C:11]=1[N:10]=[C:9]([NH:17][C:13]([CH3:16])([CH3:15])[CH3:14])[CH:8]=[N:7]2, predict the reactants needed to synthesize it. The reactants are: [Br:1][C:2]1[CH:3]=[CH:4][CH:5]=[C:6]2[C:11]=1[N:10]=[C:9](Cl)[CH:8]=[N:7]2.[C:13]([NH2:17])([CH3:16])([CH3:15])[CH3:14].C(Cl)Cl. (7) Given the product [S:12]1[CH:16]=[CH:15][CH:14]=[C:13]1[C:2]1[CH:9]=[CH:8][CH:7]=[C:4]([C:5]#[N:6])[C:3]=1[C:10]#[N:11], predict the reactants needed to synthesize it. The reactants are: Cl[C:2]1[CH:9]=[CH:8][CH:7]=[C:4]([C:5]#[N:6])[C:3]=1[C:10]#[N:11].[S:12]1[CH:16]=[CH:15][CH:14]=[C:13]1B(O)O.[F-].[Cs+]. (8) The reactants are: [CH3:1][C:2]1([CH3:16])[CH2:11][CH2:10][C:9]([CH3:13])([CH3:12])[C:8]2[N:7]=[C:6]([CH2:14][OH:15])[CH:5]=[N:4][C:3]1=2.C(N(CC)CC)C.O.C(OCC)(=O)C.CCCCCC. Given the product [CH3:1][C:2]1([CH3:16])[CH2:11][CH2:10][C:9]([CH3:12])([CH3:13])[C:8]2[N:7]=[C:6]([CH:14]=[O:15])[CH:5]=[N:4][C:3]1=2, predict the reactants needed to synthesize it. (9) The reactants are: C([O:8][C:9]1[CH:44]=[CH:43][C:42]([C:45]([F:48])([F:47])[F:46])=[CH:41][C:10]=1[CH2:11][N:12]([CH2:26][C:27]1[CH:32]=[C:31]([C:33]([F:36])([F:35])[F:34])[CH:30]=[C:29]([C:37]([F:40])([F:39])[F:38])[CH:28]=1)[C:13]1[N:18]=[CH:17][C:16]([O:19][CH2:20][CH2:21][S:22]([CH3:25])(=[O:24])=[O:23])=[CH:15][N:14]=1)C1C=CC=CC=1. Given the product [F:40][C:37]([F:38])([F:39])[C:29]1[CH:28]=[C:27]([CH:32]=[C:31]([C:33]([F:35])([F:34])[F:36])[CH:30]=1)[CH2:26][N:12]([CH2:11][C:10]1[CH:41]=[C:42]([C:45]([F:48])([F:47])[F:46])[CH:43]=[CH:44][C:9]=1[OH:8])[C:13]1[N:18]=[CH:17][C:16]([O:19][CH2:20][CH2:21][S:22]([CH3:25])(=[O:24])=[O:23])=[CH:15][N:14]=1, predict the reactants needed to synthesize it.